From a dataset of Reaction yield outcomes from USPTO patents with 853,638 reactions. Predict the reaction yield, written as a fraction of the theoretical maximum amount of product (1.0 means a 100% yield; for example, 0.34 means a 34% yield). (1) The reactants are [C:1]([C:3]1[CH:4]=[CH:5][C:6]([CH:9]2[CH2:14][CH2:13][N:12](C(OC(C)(C)C)=O)[CH2:11][CH2:10]2)=[N:7][CH:8]=1)#[N:2].[ClH:22]. The catalyst is C(OCC)(=O)C. The product is [ClH:22].[NH:12]1[CH2:11][CH2:10][CH:9]([C:6]2[CH:5]=[CH:4][C:3]([C:1]#[N:2])=[CH:8][N:7]=2)[CH2:14][CH2:13]1. The yield is 0.970. (2) The reactants are [Cl:1][C:2]1[CH:3]=[C:4]2[C:8](=[CH:9][CH:10]=1)[NH:7][CH:6]=[C:5]2[CH2:11][CH2:12][NH:13][C:14](=[O:22])[C:15]1[CH:20]=[CH:19][C:18](I)=[CH:17][CH:16]=1.[C:23]1([CH3:32])[CH:28]=[CH:27][CH:26]=[C:25](B(O)O)[CH:24]=1.C(=O)([O-])[O-].[Na+].[Na+]. The catalyst is C(COC)OC.O.C1C=CC([P]([Pd]([P](C2C=CC=CC=2)(C2C=CC=CC=2)C2C=CC=CC=2)([P](C2C=CC=CC=2)(C2C=CC=CC=2)C2C=CC=CC=2)[P](C2C=CC=CC=2)(C2C=CC=CC=2)C2C=CC=CC=2)(C2C=CC=CC=2)C2C=CC=CC=2)=CC=1. The product is [Cl:1][C:2]1[CH:3]=[C:4]2[C:8](=[CH:9][CH:10]=1)[NH:7][CH:6]=[C:5]2[CH2:11][CH2:12][NH:13][C:14]([C:15]1[CH:20]=[CH:19][C:18]([C:25]2[CH:26]=[CH:27][CH:28]=[C:23]([CH3:32])[CH:24]=2)=[CH:17][CH:16]=1)=[O:22]. The yield is 0.830. (3) The reactants are [H-].[Na+].[NH2:3][C:4]1[N:9]=[C:8]2[N:10]([CH2:22][CH3:23])[C:11]([C:13]([N:15]([CH:19]3[CH2:21][CH2:20]3)[CH:16]3[CH2:18][CH2:17]3)=[O:14])=[CH:12][C:7]2=[C:6]2[N:24]([CH3:27])[CH:25]=[N:26][C:5]=12.[CH3:28][O:29][CH:30]([O:39][CH3:40])[C:31](=[O:38])[CH:32]=[C:33](SC)[S:34][CH3:35]. The catalyst is CN(C=O)C.C(OCC)(=O)C. The product is [CH:16]1([N:15]([CH:19]2[CH2:21][CH2:20]2)[C:13]([C:11]2[N:10]([CH2:22][CH3:23])[C:8]3=[N:9][C:4]([NH:3]/[C:33](/[S:34][CH3:35])=[CH:32]/[C:31](=[O:38])[CH:30]([O:29][CH3:28])[O:39][CH3:40])=[C:5]4[N:26]=[CH:25][N:24]([CH3:27])[C:6]4=[C:7]3[CH:12]=2)=[O:14])[CH2:18][CH2:17]1. The yield is 0.800. (4) The reactants are [OH-:1].[Na+].[NH2:3][C:4]1[N:5]=[CH:6][C:7]2[S:12][C:11](=S)[NH:10][C:8]=2[N:9]=1.OO.Cl. The catalyst is O. The product is [NH2:3][C:4]1[N:5]=[CH:6][C:7]2[S:12][C:11](=[O:1])[NH:10][C:8]=2[N:9]=1. The yield is 0.620. (5) The yield is 0.790. The catalyst is C(Cl)Cl. The product is [C:12]1([S:18]([N:21]2[C:29]3[C:24](=[CH:25][C:26]([C:9](=[O:11])[CH3:10])=[CH:27][CH:28]=3)[CH2:23][CH2:22]2)(=[O:20])=[O:19])[CH:13]=[CH:14][CH:15]=[CH:16][CH:17]=1. The reactants are [Al+3].[Cl-].[Cl-].[Cl-].C(O[C:9](=[O:11])[CH3:10])(=O)C.[C:12]1([S:18]([N:21]2[C:29]3[C:24](=[CH:25][CH:26]=[CH:27][CH:28]=3)[CH2:23][CH2:22]2)(=[O:20])=[O:19])[CH:17]=[CH:16][CH:15]=[CH:14][CH:13]=1.